This data is from Retrosynthesis with 50K atom-mapped reactions and 10 reaction types from USPTO. The task is: Predict the reactants needed to synthesize the given product. (1) Given the product COC(=O)C(CO)=NNC1=Nc2ccc(Cl)cc2C(c2ccccc2)=NC1, predict the reactants needed to synthesize it. The reactants are: C=[N+]=[N-].O=C(O)C(CO)=NNC1=Nc2ccc(Cl)cc2C(c2ccccc2)=NC1. (2) Given the product Cn1ccc2ncnc(Cl)c21, predict the reactants needed to synthesize it. The reactants are: Clc1ncnc2cc[nH]c12.O=C([O-])[O-]. (3) Given the product Cc1noc(C)c1-c1ccc2c(c1)CCN(C(=O)c1cc3ncc(Br)cn3n1)C2C, predict the reactants needed to synthesize it. The reactants are: Cc1noc(C)c1-c1ccc2c(c1)CCNC2C.O=C(O)c1cc2ncc(Br)cn2n1. (4) Given the product CC(=O)N[C@@H]1C=C[C@H](C(=O)N(C)c2cn(-c3cccnc3)nc2Cl)C1, predict the reactants needed to synthesize it. The reactants are: CC(=O)Cl.CN(C(=O)[C@H]1C=C[C@@H](N)C1)c1cn(-c2cccnc2)nc1Cl. (5) Given the product CC(=O)Nc1ccc(OCCn2c(C)cc3c(Cl)c(C#N)ccc32)cc1, predict the reactants needed to synthesize it. The reactants are: CC(=O)Nc1ccc(OCCBr)cc1.Cc1cc2c(Cl)c(C#N)ccc2[nH]1. (6) Given the product CC(C)(C)OC(=O)NCCCC[C@H](N)C(=O)N1CCC[C@H]1C(=O)OC(C)(C)C, predict the reactants needed to synthesize it. The reactants are: CC(C)(C)OC(=O)NCCCC[C@H](NC(=O)OCc1ccccc1)C(=O)N1CCC[C@H]1C(=O)OC(C)(C)C. (7) Given the product C[C@H]1CN(C(=O)OC(C)(C)C)CCCN1S(=O)(=O)c1ccccc1[N+](=O)[O-], predict the reactants needed to synthesize it. The reactants are: CC(C)(C)OC(=O)OC(=O)OC(C)(C)C.C[C@H]1CNCCCN1S(=O)(=O)c1ccccc1[N+](=O)[O-].